The task is: Predict which catalyst facilitates the given reaction.. This data is from Catalyst prediction with 721,799 reactions and 888 catalyst types from USPTO. (1) Reactant: [NH2:1][C:2]1[CH:3]=[C:4]([CH:9]=[C:10]([N+:13]([O-:15])=[O:14])[C:11]=1[NH2:12])[C:5]([O:7][CH3:8])=[O:6].C([O-])([O-])=O.[K+].[K+].[CH2:22](I)[CH3:23]. Product: [NH2:12][C:11]1[C:10]([N+:13]([O-:15])=[O:14])=[CH:9][C:4]([C:5]([O:7][CH3:8])=[O:6])=[CH:3][C:2]=1[NH:1][CH2:22][CH3:23]. The catalyst class is: 3. (2) Reactant: CCN(C(C)C)C(C)C.[F:10][C:11]1[CH2:16][C:15]([F:20])([C:17]([OH:19])=O)[CH:14]=[CH:13][C:12]=1[C:21]1[CH:26]=[CH:25][CH:24]=[CH:23][CH:22]=1.C1C=CC2N(O)N=NC=2C=1.CCN=C=NCCCN(C)C.Cl.[NH2:49][CH2:50][C:51]([N:53]1[CH2:58][CH2:57][N:56]([C:59](=[O:70])[C:60]2[CH:65]=[CH:64][CH:63]=[CH:62][C:61]=2[C:66]([F:69])([F:68])[F:67])[CH2:55][CH2:54]1)=[O:52]. Product: [O:52]=[C:51]([N:53]1[CH2:54][CH2:55][N:56]([C:59](=[O:70])[C:60]2[CH:65]=[CH:64][CH:63]=[CH:62][C:61]=2[C:66]([F:69])([F:68])[F:67])[CH2:57][CH2:58]1)[CH2:50][NH:49][C:17]([C:15]1([F:20])[CH:14]=[CH:13][C:12]([C:21]2[CH:26]=[CH:25][CH:24]=[CH:23][CH:22]=2)=[C:11]([F:10])[CH2:16]1)=[O:19]. The catalyst class is: 248.